This data is from Catalyst prediction with 721,799 reactions and 888 catalyst types from USPTO. The task is: Predict which catalyst facilitates the given reaction. (1) Reactant: C[O:2][C:3](=[O:31])[CH2:4][O:5][C:6]1[CH:15]=[CH:14][C:13]([F:16])=[C:12]2[C:7]=1[C:8]([CH3:30])=[C:9]([CH2:21][C:22]1[CH:27]=[CH:26][C:25]([Cl:28])=[CH:24][C:23]=1[Cl:29])[C:10]([O:17][CH:18]([F:20])[F:19])=[N:11]2.[OH-].[Na+]. Product: [Cl:29][C:23]1[CH:24]=[C:25]([Cl:28])[CH:26]=[CH:27][C:22]=1[CH2:21][C:9]1[C:10]([O:17][CH:18]([F:19])[F:20])=[N:11][C:12]2[C:7]([C:8]=1[CH3:30])=[C:6]([O:5][CH2:4][C:3]([OH:31])=[O:2])[CH:15]=[CH:14][C:13]=2[F:16]. The catalyst class is: 5. (2) Product: [CH2:11]([O:10][CH2:6][C@H:7]([OH:9])[CH2:8][CH:1]=[CH2:2])[C:12]1[CH:17]=[CH:16][CH:15]=[CH:14][CH:13]=1. The catalyst class is: 356. Reactant: [CH3:1][CH2:2]OCC.[CH2:6]([O:10][CH2:11][C:12]1[CH:17]=[CH:16][CH:15]=[CH:14][CH:13]=1)[C@@H:7]1[O:9][CH2:8]1.C([Mg]Cl)=C.[Cl-].[NH4+]. (3) Reactant: [OH:1][CH:2]1[CH2:7][CH2:6][N:5]([C:8]([O:10][C:11]([CH3:14])([CH3:13])[CH3:12])=[O:9])[CH2:4][CH2:3]1.[H-].[Na+].F[C:18]1[CH:23]=[CH:22][C:21]([N+:24]([O-:26])=[O:25])=[CH:20][CH:19]=1. Product: [N+:24]([C:21]1[CH:22]=[CH:23][C:18]([O:1][CH:2]2[CH2:3][CH2:4][N:5]([C:8]([O:10][C:11]([CH3:14])([CH3:13])[CH3:12])=[O:9])[CH2:6][CH2:7]2)=[CH:19][CH:20]=1)([O-:26])=[O:25]. The catalyst class is: 44. (4) Reactant: [CH2:1]([O:8][C:9]1[C:14](=[O:15])[N:13]2[CH:16]=[C:17]([N:21]3[CH2:26][CH2:25][O:24][CH2:23][CH2:22]3)[CH:18]=[C:19](Br)[C:12]2=[N:11][C:10]=1[C:27]1[S:28][C:29]([CH2:32][C:33]2[CH:38]=[CH:37][C:36]([F:39])=[CH:35][CH:34]=2)=[CH:30][N:31]=1)[C:2]1[CH:7]=[CH:6][CH:5]=[CH:4][CH:3]=1.[CH:40]([N:43]1[CH2:47][CH2:46][NH:45][C:44]1=[O:48])([CH3:42])[CH3:41].CC1(C)C2C(=C(P(C3C=CC=CC=3)C3C=CC=CC=3)C=CC=2)OC2C(P(C3C=CC=CC=3)C3C=CC=CC=3)=CC=CC1=2.C([O-])([O-])=O.[Cs+].[Cs+].N#N. Product: [CH2:1]([O:8][C:9]1[C:14](=[O:15])[N:13]2[CH:16]=[C:17]([N:21]3[CH2:26][CH2:25][O:24][CH2:23][CH2:22]3)[CH:18]=[C:19]([N:45]3[CH2:46][CH2:47][N:43]([CH:40]([CH3:42])[CH3:41])[C:44]3=[O:48])[C:12]2=[N:11][C:10]=1[C:27]1[S:28][C:29]([CH2:32][C:33]2[CH:38]=[CH:37][C:36]([F:39])=[CH:35][CH:34]=2)=[CH:30][N:31]=1)[C:2]1[CH:7]=[CH:6][CH:5]=[CH:4][CH:3]=1. The catalyst class is: 488. (5) Reactant: Cl[CH2:2][C:3]1[CH:8]=[C:7]([C:9]([F:12])([F:11])[F:10])[CH:6]=[C:5]([N+:13]([O-:15])=[O:14])[CH:4]=1.[CH3:16][N:17]1[CH2:22][CH2:21][NH:20][CH2:19][CH2:18]1.CCOC(C)=O. Product: [CH3:16][N:17]1[CH2:22][CH2:21][N:20]([CH2:2][C:3]2[CH:8]=[C:7]([C:9]([F:12])([F:11])[F:10])[CH:6]=[C:5]([N+:13]([O-:15])=[O:14])[CH:4]=2)[CH2:19][CH2:18]1. The catalyst class is: 1.